This data is from Reaction yield outcomes from USPTO patents with 853,638 reactions. The task is: Predict the reaction yield, written as a fraction of the theoretical maximum amount of product (1.0 means a 100% yield; for example, 0.34 means a 34% yield). (1) The reactants are Cl[C:2]1[N:7]=[C:6]([CH3:8])[N:5]=[C:4]([N:9]2[C:17]3[C:12](=[CH:13][C:14]([C:18]([NH:20][CH2:21][C:22]4[CH:27]=[CH:26][CH:25]=[CH:24][C:23]=4[O:28][C:29]([F:32])([F:31])[F:30])=[O:19])=[CH:15][CH:16]=3)[CH2:11][CH2:10]2)[N:3]=1.[OH-].[NH4+:34].C(O)(C(F)(F)F)=O. The catalyst is C(#N)C. The product is [NH2:34][C:2]1[N:7]=[C:6]([CH3:8])[N:5]=[C:4]([N:9]2[C:17]3[C:12](=[CH:13][C:14]([C:18]([NH:20][CH2:21][C:22]4[CH:27]=[CH:26][CH:25]=[CH:24][C:23]=4[O:28][C:29]([F:32])([F:31])[F:30])=[O:19])=[CH:15][CH:16]=3)[CH2:11][CH2:10]2)[N:3]=1. The yield is 0.180. (2) The reactants are Cl[C:2]1[N:7]=[C:6]([N:8]2[CH2:13][CH2:12][O:11][CH2:10][CH2:9]2)[N:5]=[C:4]([N:14]2[CH2:19][CH2:18][O:17][CH2:16][CH2:15]2)[CH:3]=1.[CH3:20][C:21]1[CH:27]=[CH:26][C:24]([NH2:25])=[CH:23][C:22]=1B1OC(C)(C)C(C)(C)O1. The catalyst is COCCOC.C(=O)([O-])[O-].[Na+].[Na+].C1C=CC(P(C2C=CC=CC=2)[C-]2C=CC=C2)=CC=1.C1C=CC(P(C2C=CC=CC=2)[C-]2C=CC=C2)=CC=1.Cl[Pd]Cl.[Fe+2].C(Cl)Cl. The product is [O:11]1[CH2:12][CH2:13][N:8]([C:6]2[N:7]=[C:2]([C:22]3[CH:23]=[C:24]([CH:26]=[CH:27][C:21]=3[CH3:20])[NH2:25])[CH:3]=[C:4]([N:14]3[CH2:19][CH2:18][O:17][CH2:16][CH2:15]3)[N:5]=2)[CH2:9][CH2:10]1. The yield is 0.960. (3) The reactants are [Br:1][C:2]1[CH:3]=[N:4][NH:5][CH:6]=1.FC(F)(F)S(O[CH2:13][C:14]([F:17])([F:16])[F:15])(=O)=O.C(=O)([O-])[O-].[Cs+].[Cs+].O1CCOCC1. No catalyst specified. The product is [Br:1][C:2]1[CH:3]=[N:4][N:5]([CH2:13][C:14]([F:17])([F:16])[F:15])[CH:6]=1. The yield is 0.771. (4) The reactants are [CH:1]1[CH:6]=[CH:5][C:4]([CH2:7][O:8][C:9]([NH:11][CH2:12][C:13]([OH:15])=O)=[O:10])=[CH:3][CH:2]=1.ON1C2C=CC=CC=2N=N1.CCN=C=NCCCN(C)C.Cl.[C:38]([O:42][C:43]([N:45]1[CH2:50][CH2:49][CH:48]([CH2:51][NH2:52])[CH2:47][CH2:46]1)=[O:44])([CH3:41])([CH3:40])[CH3:39]. The catalyst is CN(C)C=O. The product is [C:38]([O:42][C:43]([N:45]1[CH2:50][CH2:49][CH:48]([CH2:51][NH:52][C:13](=[O:15])[CH2:12][NH:11][C:9]([O:8][CH2:7][C:4]2[CH:3]=[CH:2][CH:1]=[CH:6][CH:5]=2)=[O:10])[CH2:47][CH2:46]1)=[O:44])([CH3:41])([CH3:40])[CH3:39]. The yield is 0.945. (5) The reactants are [CH3:1][S:2]([NH:5][C:6]1[CH:21]=[CH:20][C:9]2[NH:10][C:11]([CH2:16][C:17](O)=[O:18])=[N:12][S:13](=[O:15])(=[O:14])[C:8]=2[CH:7]=1)(=[O:4])=[O:3].C([O:24][C:25]([C@H:27]1[C@@H:32]([NH:33][CH2:34][C:35]2[CH:40]=[CH:39][C:38]([F:41])=[CH:37][CH:36]=2)[C@H:31]2[CH2:42][C@@H:28]1[CH2:29][CH2:30]2)=O)C.CN1CCOCC1.Cl.CN(C)CCCN=C=NCC.C(N(CC)CC)C. The catalyst is C(#N)C. The product is [F:41][C:38]1[CH:37]=[CH:36][C:35]([CH2:34][N:33]2[C:17](=[O:18])[C:16]([C:11]3[NH:10][C:9]4[CH:20]=[CH:21][C:6]([NH:5][S:2]([CH3:1])(=[O:4])=[O:3])=[CH:7][C:8]=4[S:13](=[O:14])(=[O:15])[N:12]=3)=[C:25]([OH:24])[C@H:27]3[C@@H:32]2[C@H:31]2[CH2:42][C@@H:28]3[CH2:29][CH2:30]2)=[CH:40][CH:39]=1. The yield is 0.780. (6) The reactants are [F:1][C:2]1([F:27])[C@H:6]([OH:7])[C@@H:5]([CH2:8][OH:9])[O:4][C@H:3]1[N:10]1[CH:15]=[CH:14][C:13]([NH:16][C:17](=[O:25])[CH:18]([CH2:22][CH2:23][CH3:24])[CH2:19][CH2:20][CH3:21])=[N:12][C:11]1=[O:26].O.[C:29]1([CH3:39])[CH:34]=[CH:33][C:32]([S:35]([OH:38])(=[O:37])=[O:36])=[CH:31][CH:30]=1. The catalyst is C(OC(C)C)(=O)C. The product is [C:29]1([CH3:39])[CH:30]=[CH:31][C:32]([S:35]([OH:38])(=[O:36])=[O:37])=[CH:33][CH:34]=1.[F:27][C:2]1([F:1])[C@H:6]([OH:7])[C@@H:5]([CH2:8][OH:9])[O:4][C@H:3]1[N:10]1[CH:15]=[CH:14][C:13]([NH:16][C:17](=[O:25])[CH:18]([CH2:19][CH2:20][CH3:21])[CH2:22][CH2:23][CH3:24])=[N:12][C:11]1=[O:26]. The yield is 0.680. (7) The reactants are C(N([P:8]([N:12]([CH:16]([CH3:18])[CH3:17])[CH:13]([CH3:15])[CH3:14])(Cl)([O-:10])[O-:9])C(C)C)(C)C.[O:19]([CH2:26][C:27]([NH:29][C:30]1[CH:66]=[CH:65][N:33]([C@@H:34]2[O:64][C@H:38]([CH2:39][O:40][C:41]([C:58]3[CH:63]=[CH:62][CH:61]=[CH:60][CH:59]=3)([C:50]3[CH:55]=[CH:54][C:53]([O:56][CH3:57])=[CH:52][CH:51]=3)[C:42]3[CH:47]=[CH:46][C:45]([O:48][CH3:49])=[CH:44][CH:43]=3)[C@@H:36]([OH:37])[CH2:35]2)[C:32](=[O:67])[N:31]=1)=[O:28])[C:20]1[CH:25]=[CH:24][CH:23]=[CH:22][CH:21]=1.C(N(C(C)C)C(C)C)C.[C:77]([O:80][C@@H:81]1[C@@H:93]([O:94][C:95](=[O:97])[CH3:96])[C@H:92]([O:98][C:99](=[O:101])[CH3:100])[C@@H:91]([CH2:102][O:103][C:104](=[O:106])[CH3:105])[O:90][C@H:82]1[O:83][CH2:84][CH2:85][O:86][CH2:87][CH2:88]O)(=[O:79])[CH3:78].N1C=NN=N1. The catalyst is ClCCl. The product is [O:19]([CH2:26][C:27]([NH:29][C:30]1[CH:66]=[CH:65][N:33]([C@@H:34]2[O:64][C@H:38]([CH2:39][O:40][C:41]([C:58]3[CH:59]=[CH:60][CH:61]=[CH:62][CH:63]=3)([C:42]3[CH:47]=[CH:46][C:45]([O:48][CH3:49])=[CH:44][CH:43]=3)[C:50]3[CH:51]=[CH:52][C:53]([O:56][CH3:57])=[CH:54][CH:55]=3)[C@@H:36]([O:37][P:8]([N:12]([CH:13]([CH3:14])[CH3:15])[CH:16]([CH3:17])[CH3:18])([O:9][CH2:88][CH2:87][O:86][CH2:85][CH2:84][O:83][C@@H:82]3[O:90][C@H:91]([CH2:102][O:103][C:104](=[O:106])[CH3:105])[C@@H:92]([O:98][C:99](=[O:101])[CH3:100])[C@H:93]([O:94][C:95](=[O:97])[CH3:96])[C@H:81]3[O:80][C:77](=[O:79])[CH3:78])=[O:10])[CH2:35]2)[C:32](=[O:67])[N:31]=1)=[O:28])[C:20]1[CH:21]=[CH:22][CH:23]=[CH:24][CH:25]=1. The yield is 0.659. (8) No catalyst specified. The reactants are [CH3:1][CH2:2][CH:3]([C:8]([O:10][CH2:11][CH3:12])=[O:9])[C:4]([O:6][CH3:7])=[O:5].[H-].[Na+].Cl.Cl[CH2:17][C:18]1[CH:23]=[CH:22][N:21]=[CH:20][CH:19]=1.[CH3:24]N(C=O)C. The product is [N:21]1[CH:22]=[CH:23][C:18]([CH2:17][CH:2]([CH:3]([C:4]([O:6][CH2:7][CH3:24])=[O:5])[C:8]([O:10][CH2:11][CH3:12])=[O:9])[CH3:1])=[CH:19][CH:20]=1. The yield is 0.681. (9) The reactants are [CH3:1][O:2][C:3]([C:5]1[C:6]([C:12]([F:15])([F:14])[F:13])=[N:7][C:8](Cl)=[N:9][CH:10]=1)=[O:4].[CH3:16][O:17][C:18]([C@H:20]1[NH:25][CH2:24][CH2:23][N:22]([C:26]([O:28][C:29]([CH3:32])([CH3:31])[CH3:30])=[O:27])[CH2:21]1)=[O:19].C(N(CC)CC)C. The catalyst is O1CCOCC1. The product is [CH3:16][O:17][C:18]([C@H:20]1[N:25]([C:8]2[N:7]=[C:6]([C:12]([F:15])([F:14])[F:13])[C:5]([C:3]([O:2][CH3:1])=[O:4])=[CH:10][N:9]=2)[CH2:24][CH2:23][N:22]([C:26]([O:28][C:29]([CH3:32])([CH3:31])[CH3:30])=[O:27])[CH2:21]1)=[O:19]. The yield is 0.610. (10) The reactants are [CH:1]1([CH2:4][NH:5][CH:6]2[CH2:11][CH2:10][CH:9]([NH:12][C:13]3[CH:20]=[C:19]([N:21]4[C:29]5[CH2:28][C:27]([CH3:31])([CH3:30])[CH2:26][C:25](=[O:32])[C:24]=5[C:23]([C:33]([F:36])([F:35])[F:34])=[N:22]4)[CH:18]=[CH:17][C:14]=3[C:15]#[N:16])[CH2:8][CH2:7]2)[CH2:3][CH2:2]1.CS(C)=[O:39].[OH-].[Na+].OO. The catalyst is CCO. The product is [CH:1]1([CH2:4][NH:5][C@H:6]2[CH2:7][CH2:8][C@H:9]([NH:12][C:13]3[CH:20]=[C:19]([N:21]4[C:29]5[CH2:28][C:27]([CH3:31])([CH3:30])[CH2:26][C:25](=[O:32])[C:24]=5[C:23]([C:33]([F:35])([F:36])[F:34])=[N:22]4)[CH:18]=[CH:17][C:14]=3[C:15]([NH2:16])=[O:39])[CH2:10][CH2:11]2)[CH2:3][CH2:2]1. The yield is 0.200.